Dataset: Forward reaction prediction with 1.9M reactions from USPTO patents (1976-2016). Task: Predict the product of the given reaction. Given the reactants [CH3:1][C:2]1[C:7]([CH3:8])=[CH:6][C:5]([C:9]([C:11]2[CH:16]=[CH:15][CH:14]=[CH:13][CH:12]=2)=[O:10])=[C:4]([OH:17])[CH:3]=1.[Cl:18][C:19]1[C:28]2[C:23](=[CH:24][C:25]([O:31][CH3:32])=[C:26]([O:29][CH3:30])[CH:27]=2)[N:22]=[CH:21][CH:20]=1, predict the reaction product. The product is: [ClH:18].[CH3:30][O:29][C:26]1[CH:27]=[C:28]2[C:23](=[CH:24][C:25]=1[O:31][CH3:32])[N:22]=[CH:21][CH:20]=[C:19]2[O:17][C:4]1[CH:3]=[C:2]([CH3:1])[C:7]([CH3:8])=[CH:6][C:5]=1[C:9]([C:11]1[CH:16]=[CH:15][CH:14]=[CH:13][CH:12]=1)=[O:10].